Dataset: Full USPTO retrosynthesis dataset with 1.9M reactions from patents (1976-2016). Task: Predict the reactants needed to synthesize the given product. (1) The reactants are: [Cl-].O[NH3+:3].[C:4](=[O:7])([O-])[OH:5].[Na+].CS(C)=O.[C:13]([O:17][C:18]1[CH:23]=[CH:22][C:21]([N:24]2[C:29](=[O:30])[C:28]([CH2:31][C:32]3[CH:37]=[CH:36][C:35]([C:38]4[C:39]([C:44]#[N:45])=[CH:40][CH:41]=[CH:42][CH:43]=4)=[CH:34][CH:33]=3)=[C:27]([CH2:46][CH2:47][CH2:48][CH3:49])[N:26]=[C:25]2[CH3:50])=[CH:20][CH:19]=1)([CH3:16])([CH3:15])[CH3:14]. Given the product [C:13]([O:17][C:18]1[CH:19]=[CH:20][C:21]([N:24]2[C:29](=[O:30])[C:28]([CH2:31][C:32]3[CH:33]=[CH:34][C:35]([C:38]4[CH:43]=[CH:42][CH:41]=[CH:40][C:39]=4[C:44]4[NH:3][C:4](=[O:7])[O:5][N:45]=4)=[CH:36][CH:37]=3)=[C:27]([CH2:46][CH2:47][CH2:48][CH3:49])[N:26]=[C:25]2[CH3:50])=[CH:22][CH:23]=1)([CH3:16])([CH3:15])[CH3:14], predict the reactants needed to synthesize it. (2) Given the product [CH2:1]([O:5][C:4](=[O:6])[CH2:3][CH:2]([CH3:1])[CH2:7][CH2:8][CH2:9][CH:10]([CH3:22])[CH2:11][CH2:12][CH2:13][CH:14]([CH3:21])[CH2:15][CH2:16][CH2:17][CH:18]([CH3:20])[CH3:19])[CH2:2][CH2:3][CH3:4], predict the reactants needed to synthesize it. The reactants are: [CH3:1][CH:2]([CH2:7][CH2:8][CH2:9][CH:10]([CH3:22])[CH2:11][CH2:12][CH2:13][CH:14]([CH3:21])[CH2:15][CH2:16][CH2:17][CH:18]([CH3:20])[CH3:19])[CH2:3][C:4]([OH:6])=[O:5].S(=O)(=O)(O)O. (3) Given the product [N+:11]([C:4]1[CH:3]=[C:2]([C:19]2[N:15]([CH3:14])[N:16]=[CH:17][CH:18]=2)[CH:7]=[C:6]([N+:8]([O-:10])=[O:9])[CH:5]=1)([O-:13])=[O:12], predict the reactants needed to synthesize it. The reactants are: I[C:2]1[CH:7]=[C:6]([N+:8]([O-:10])=[O:9])[CH:5]=[C:4]([N+:11]([O-:13])=[O:12])[CH:3]=1.[CH3:14][N:15]1[C:19](B(O)O)=[CH:18][CH:17]=[N:16]1.C([O-])([O-])=O.[Na+].[Na+].CCOC(C)=O.CCCCCC.